From a dataset of Forward reaction prediction with 1.9M reactions from USPTO patents (1976-2016). Predict the product of the given reaction. (1) Given the reactants C([SiH](CC)CC)C.CC([Si](C)(C)O[C@H]1CC[C@H](C(OCC)=O)CC1)(C)C.[Bi](Br)(Br)Br.C1(C=O)CC1.C([O-])(O)=O.[Na+].[CH:41]1([CH2:44][O:45][C@H:46]2[CH2:51][CH2:50][C@H:49]([C:52]([O:54][CH2:55][CH3:56])=[O:53])[CH2:48][CH2:47]2)[CH2:43][CH2:42]1, predict the reaction product. The product is: [CH:41]1([CH2:44][O:45][CH:46]2[CH2:51][CH2:50][CH:49]([C:52]([O:54][CH2:55][CH3:56])=[O:53])[CH2:48][CH2:47]2)[CH2:42][CH2:43]1. (2) Given the reactants [Cl:1][C:2]1[CH:34]=[CH:33][C:5]([CH2:6][N:7]2[CH2:12][CH2:11][CH:10]([NH:13][CH2:14][C@@:15]([OH:32])([CH3:31])[CH2:16][O:17][C:18]3[CH:23]=[C:22]([F:24])[CH:21]=[CH:20][C:19]=3[CH2:25][CH2:26][C:27]([O:29]C)=[O:28])[CH2:9][CH2:8]2)=[CH:4][CH:3]=1.[OH-].[Na+].[C:37]([C:41]([OH:43])=[O:42])([F:40])([F:39])[F:38], predict the reaction product. The product is: [F:38][C:37]([F:40])([F:39])[C:41]([OH:43])=[O:42].[F:38][C:37]([F:40])([F:39])[C:41]([OH:43])=[O:42].[Cl:1][C:2]1[CH:34]=[CH:33][C:5]([CH2:6][N:7]2[CH2:12][CH2:11][CH:10]([NH:13][CH2:14][C@@:15]([OH:32])([CH3:31])[CH2:16][O:17][C:18]3[CH:23]=[C:22]([F:24])[CH:21]=[CH:20][C:19]=3[CH2:25][CH2:26][C:27]([OH:29])=[O:28])[CH2:9][CH2:8]2)=[CH:4][CH:3]=1. (3) Given the reactants [C:1]([C:3]1[CH:4]=[CH:5][C:6]([CH3:9])=[N:7][CH:8]=1)#[N:2].II.CS(C)=[O:14], predict the reaction product. The product is: [CH:9]([C:6]1[CH:5]=[CH:4][C:3]([C:1]#[N:2])=[CH:8][N:7]=1)=[O:14]. (4) Given the reactants [NH2:1][C:2]1[N:3]=[C:4](Cl)[C:5]2[CH:10]=[CH:9][N:8]([CH2:11][CH2:12][N:13]([CH3:26])[CH2:14][CH2:15][N:16]([C:18]3[CH:23]=[CH:22][C:21]([F:24])=[CH:20][C:19]=3[F:25])[CH3:17])[C:6]=2[N:7]=1.[O:28]1[CH:32]=[CH:31][CH:30]=[C:29]1[C:33]([NH:35][NH2:36])=[O:34], predict the reaction product. The product is: [NH2:1][C:2]1[N:3]=[C:4]([NH:36][NH:35][C:33]([C:29]2[O:28][CH:32]=[CH:31][CH:30]=2)=[O:34])[C:5]2[CH:10]=[CH:9][N:8]([CH2:11][CH2:12][N:13]([CH2:14][CH2:15][N:16]([C:18]3[CH:23]=[CH:22][C:21]([F:24])=[CH:20][C:19]=3[F:25])[CH3:17])[CH3:26])[C:6]=2[N:7]=1. (5) The product is: [C:5]1([C:3]2[N:11]=[C:12]3[N:17]=[C:16]([NH2:18])[CH:15]=[CH:14][N:13]3[CH:2]=2)[CH:10]=[CH:9][CH:8]=[CH:7][CH:6]=1. Given the reactants Br[CH2:2][C:3]([C:5]1[CH:10]=[CH:9][CH:8]=[CH:7][CH:6]=1)=O.[NH2:11][C:12]1[N:17]=[C:16]([NH2:18])[CH:15]=[CH:14][N:13]=1, predict the reaction product. (6) Given the reactants [F:1][C:2]1[CH:3]=[C:4]([CH2:9][C:10]([NH2:12])=[O:11])[CH:5]=[CH:6][C:7]=1[CH3:8].[N+:13]([O-])([OH:15])=[O:14].O, predict the reaction product. The product is: [F:1][C:2]1[C:7]([CH3:8])=[CH:6][C:5]([N+:13]([O-:15])=[O:14])=[C:4]([CH2:9][C:10]([NH2:12])=[O:11])[CH:3]=1.